The task is: Predict the product of the given reaction.. This data is from Forward reaction prediction with 1.9M reactions from USPTO patents (1976-2016). (1) The product is: [CH3:66][O:65][C:64]([NH:63][C@H:59]([C:58]([N:53]1[CH2:54][C@@H:55]([CH3:57])[CH2:56][C@H:52]1[C:50]1[NH:51][C:47]([C:32]2[CH:33]=[C:34]3[CH2:35][O:36][C:23]4[CH:22]=[C:21]5[C:26]([CH:27]=[CH:28][C:18]6[NH:17][C:16]([C@@H:6]7[CH2:5][C@H:4]([CH2:3][O:2][CH3:1])[CH2:8][N:7]7[C:9]([O:11][C:12]([CH3:13])([CH3:14])[CH3:15])=[O:10])=[N:20][C:19]=65)=[CH:25][C:24]=4[C:29]3=[CH:30][CH:31]=2)=[CH:48][N:49]=1)=[O:68])[CH:60]([CH3:62])[CH3:61])=[O:67]. Given the reactants [CH3:1][O:2][CH2:3][C@@H:4]1[CH2:8][N:7]([C:9]([O:11][C:12]([CH3:15])([CH3:14])[CH3:13])=[O:10])[C@H:6]([C:16]2[NH:20][C:19]3[C:21]4[C:26]([CH:27]=[CH:28][C:18]=3[N:17]=2)=[CH:25][C:24]2[C:29]3[C:34]([CH2:35][O:36][C:23]=2[CH:22]=4)=[CH:33][C:32](B2OC(C)(C)C(C)(C)O2)=[CH:31][CH:30]=3)[CH2:5]1.Br[C:47]1[NH:51][C:50]([C@@H:52]2[CH2:56][C@H:55]([CH3:57])[CH2:54][N:53]2[C:58](=[O:68])[C@@H:59]([NH:63][C:64](=[O:67])[O:65][CH3:66])[CH:60]([CH3:62])[CH3:61])=[N:49][CH:48]=1.C(=O)([O-])[O-].[K+].[K+], predict the reaction product. (2) Given the reactants [CH2:1]([N:8]([CH2:17][C:18](=O)[CH3:19])[C:9]1[CH:14]=[CH:13][C:12]([O:15][CH3:16])=[CH:11][CH:10]=1)[C:2]1[CH:7]=[CH:6][CH:5]=[CH:4][CH:3]=1, predict the reaction product. The product is: [CH2:1]([N:8]1[C:9]2[C:14](=[CH:13][C:12]([O:15][CH3:16])=[CH:11][CH:10]=2)[C:18]([CH3:19])=[CH:17]1)[C:2]1[CH:7]=[CH:6][CH:5]=[CH:4][CH:3]=1.